This data is from Reaction yield outcomes from USPTO patents with 853,638 reactions. The task is: Predict the reaction yield, written as a fraction of the theoretical maximum amount of product (1.0 means a 100% yield; for example, 0.34 means a 34% yield). (1) The reactants are [Cl:1][C:2]1[CH:3]=[C:4]2[C:9](=[CH:10][C:11]=1[O:12][C:13]1[CH:18]=[CH:17][C:16]([C:19](=[O:31])[NH:20][CH2:21][CH:22]([C:24]3[CH:29]=[CH:28][C:27]([Cl:30])=[CH:26][CH:25]=3)[OH:23])=[CH:15][CH:14]=1)[O:8][CH2:7][CH2:6][CH:5]2[C:32]([OH:34])=[O:33].C[O-].[Na+:37]. The catalyst is CO. The product is [Cl:1][C:2]1[CH:3]=[C:4]2[C:9](=[CH:10][C:11]=1[O:12][C:13]1[CH:18]=[CH:17][C:16]([C:19](=[O:31])[NH:20][CH2:21][CH:22]([C:24]3[CH:25]=[CH:26][C:27]([Cl:30])=[CH:28][CH:29]=3)[OH:23])=[CH:15][CH:14]=1)[O:8][CH2:7][CH2:6][CH:5]2[C:32]([O-:34])=[O:33].[Na+:37]. The yield is 0.960. (2) The reactants are [CH:1]1([C:7]2([CH3:10])[CH2:9][O:8]2)[CH2:6][CH2:5][CH2:4][CH2:3][CH2:2]1.[C-]#N.[Na+]. No catalyst specified. The product is [CH:1]1([C@@:7]2([CH3:10])[CH2:9][O:8]2)[CH2:6][CH2:5][CH2:4][CH2:3][CH2:2]1. The yield is 0.520. (3) The reactants are [NH:1]1[C:9]2[C:4](=[C:5]([C:10]3[C:11]([C:32]4[CH:37]=[CH:36][N:35]=[CH:34][CH:33]=4)=[N:12][N:13]4[C:18]([CH:19]5[CH2:25][CH:24]6[N:26](C(OCC)=O)[CH:21]([CH2:22][CH2:23]6)[CH2:20]5)=[CH:17][CH:16]=[N:15][C:14]=34)[CH:6]=[CH:7][CH:8]=2)[CH:3]=[N:2]1.I[Si](C)(C)C. The catalyst is C(Cl)(Cl)Cl. The product is [CH:21]12[NH:26][CH:24]([CH2:23][CH2:22]1)[CH2:25][CH:19]([C:18]1[N:13]3[N:12]=[C:11]([C:32]4[CH:33]=[CH:34][N:35]=[CH:36][CH:37]=4)[C:10]([C:5]4[CH:6]=[CH:7][CH:8]=[C:9]5[C:4]=4[CH:3]=[N:2][NH:1]5)=[C:14]3[N:15]=[CH:16][CH:17]=1)[CH2:20]2. The yield is 0.900. (4) The reactants are Cl[C:2]1[N:7]=[C:6]2[CH2:8][CH2:9][CH2:10][C:5]2=[C:4]([Cl:11])[CH:3]=1.[Cl:12][C:13]1[CH:14]=[C:15](B(O)O)[CH:16]=[C:17]([F:19])[CH:18]=1. No catalyst specified. The product is [Cl:11][C:4]1[CH:3]=[C:2]([C:15]2[CH:16]=[C:17]([F:19])[CH:18]=[C:13]([Cl:12])[CH:14]=2)[N:7]=[C:6]2[CH2:8][CH2:9][CH2:10][C:5]=12. The yield is 0.900. (5) The reactants are Cl[C:2]1[C:11]2[C:6](=[CH:7][C:8]([CH3:12])=[CH:9][CH:10]=2)[N:5]=[C:4]([C:13]2[CH:18]=[CH:17][CH:16]=[CH:15][C:14]=2[OH:19])[N:3]=1.[C:20]([O:24][C:25](=[O:32])[NH:26][C@@H:27]1[CH2:31][CH2:30][NH:29][CH2:28]1)([CH3:23])([CH3:22])[CH3:21].C(N(CC)CC)C. The catalyst is CN(C=O)C.O.C(Cl)Cl. The product is [OH:19][C:14]1[CH:15]=[CH:16][CH:17]=[CH:18][C:13]=1[C:4]1[N:3]=[C:2]([N:29]2[CH2:30][CH2:31][C@@H:27]([NH:26][C:25](=[O:32])[O:24][C:20]([CH3:22])([CH3:21])[CH3:23])[CH2:28]2)[C:11]2[C:6](=[CH:7][C:8]([CH3:12])=[CH:9][CH:10]=2)[N:5]=1. The yield is 0.860. (6) The reactants are [CH2:1]([NH:8][C:9]1[C:10]([C:28]([F:31])([F:30])[F:29])=[C:11]([CH:25]=[CH:26][CH:27]=1)[C:12]([NH:14][CH2:15][C:16]1[C:17](=[O:24])[NH:18][C:19]([CH3:23])=[CH:20][C:21]=1[CH3:22])=[O:13])[C:2]1[CH:7]=[CH:6][CH:5]=[CH:4][CH:3]=1.[C:32](O)(=O)[CH3:33].C(=O)C.C(O[BH-](OC(=O)C)OC(=O)C)(=O)C.[Na+].C([O-])(O)=O.[Na+]. The catalyst is ClCCCl.O. The product is [CH2:1]([N:8]([CH2:32][CH3:33])[C:9]1[C:10]([C:28]([F:31])([F:29])[F:30])=[C:11]([CH:25]=[CH:26][CH:27]=1)[C:12]([NH:14][CH2:15][C:16]1[C:17](=[O:24])[NH:18][C:19]([CH3:23])=[CH:20][C:21]=1[CH3:22])=[O:13])[C:2]1[CH:3]=[CH:4][CH:5]=[CH:6][CH:7]=1. The yield is 0.340. (7) The reactants are [F:1][C:2]1[CH:3]=[C:4]2[C:8](=[C:9]([NH:11][CH3:12])[CH:10]=1)[NH:7][C:6]1[N:13]=[C:14]([O:27][C:28]3[CH:29]=[N:30][C:31]([CH3:34])=[N:32][CH:33]=3)[N:15]=[C:16](SCC3C=CC(OC)=CC=3)[C:5]2=1.ClC1C=C(C=CC=1)C(OO)=[O:40].[OH-].[Li+].O. The catalyst is O1CCOCC1. The product is [F:1][C:2]1[CH:3]=[C:4]2[C:8](=[C:9]([NH:11][CH3:12])[CH:10]=1)[NH:7][C:6]1[N:13]=[C:14]([O:27][C:28]3[CH:33]=[N:32][C:31]([CH3:34])=[N:30][CH:29]=3)[N:15]=[C:16]([OH:40])[C:5]2=1. The yield is 0.950.